Predict the product of the given reaction. From a dataset of Forward reaction prediction with 1.9M reactions from USPTO patents (1976-2016). Given the reactants C([N:8]1[CH2:17][CH2:16][C:15]2[C:14]([NH:18][C:19]3[CH:24]=[CH:23][C:22]([CH3:25])=[C:21]([C:26]4[N:27]=[CH:28][C:29]5[C:34]([CH:35]=4)=[CH:33][CH:32]=[CH:31][CH:30]=5)[CH:20]=3)=[N:13][CH:12]=[CH:11][C:10]=2[CH2:9]1)C1C=CC=CC=1.CCN(C(C)C)C(C)C.C(Cl)(=O)OC(Cl)C, predict the reaction product. The product is: [CH:28]1[C:29]2[C:34](=[CH:33][CH:32]=[CH:31][CH:30]=2)[CH:35]=[C:26]([C:21]2[CH:20]=[C:19]([NH:18][C:14]3[C:15]4[CH2:16][CH2:17][NH:8][CH2:9][C:10]=4[CH:11]=[CH:12][N:13]=3)[CH:24]=[CH:23][C:22]=2[CH3:25])[N:27]=1.